This data is from Forward reaction prediction with 1.9M reactions from USPTO patents (1976-2016). The task is: Predict the product of the given reaction. (1) Given the reactants [C:1]1([CH:7]([C:33]2[CH:38]=[CH:37][CH:36]=[CH:35][CH:34]=2)[CH2:8][NH:9][C:10]2[N:18]=[C:17]([NH:19][NH2:20])[N:16]=[C:15]3[C:11]=2[N:12]=[CH:13][N:14]3[C@@H:21]2[CH2:25][C@H:24]([NH:26][C:27](=[O:30])[CH2:28][CH3:29])[C@@H:23]([OH:31])[C@H:22]2[OH:32])[CH:6]=[CH:5][CH:4]=[CH:3][CH:2]=1.[CH:39]1([CH:45]=O)[CH2:44][CH2:43][CH2:42][CH2:41][CH2:40]1, predict the reaction product. The product is: [CH:39]1([CH:45]=[N:20][NH:19][C:17]2[N:16]=[C:15]3[C:11]([N:12]=[CH:13][N:14]3[C@@H:21]3[CH2:25][C@H:24]([NH:26][C:27](=[O:30])[CH2:28][CH3:29])[C@@H:23]([OH:31])[C@H:22]3[OH:32])=[C:10]([NH:9][CH2:8][CH:7]([C:1]3[CH:2]=[CH:3][CH:4]=[CH:5][CH:6]=3)[C:33]3[CH:38]=[CH:37][CH:36]=[CH:35][CH:34]=3)[N:18]=2)[CH2:44][CH2:43][CH2:42][CH2:41][CH2:40]1. (2) Given the reactants [N:1]1[CH:6]=[CH:5][C:4]([C:7]2[N:20]=[C:19](OS(C3C=CC=CC=3)(=O)=O)[C:10]3[C:11]4[CH2:12][CH2:13][CH2:14][CH2:15][CH2:16][C:17]=4[S:18][C:9]=3[N:8]=2)=[CH:3][CH:2]=1.C([NH:38][CH2:39][CH2:40][NH2:41])(OC(C)(C)C)=O.CCN(CC)CC, predict the reaction product. The product is: [N:1]1[CH:6]=[CH:5][C:4]([C:7]2[N:20]=[C:19]([NH:38][CH2:39][CH2:40][NH2:41])[C:10]3[C:11]4[CH2:12][CH2:13][CH2:14][CH2:15][CH2:16][C:17]=4[S:18][C:9]=3[N:8]=2)=[CH:3][CH:2]=1. (3) Given the reactants [CH:1]1([C:4]2[C:13]3[C:12](=[O:14])[CH2:11][CH2:10][C:9]([CH3:16])([CH3:15])[C:8]=3[CH:7]=[C:6](OS(C(F)(F)F)(=O)=O)[CH:5]=2)[CH2:3][CH2:2]1.C(N(CC)CC)C.O1CCCC1.[CH3:37][Si:38]([C:41]#[CH:42])([CH3:40])[CH3:39], predict the reaction product. The product is: [CH:1]1([C:4]2[CH:5]=[C:6]([C:42]#[C:41][Si:38]([CH3:40])([CH3:39])[CH3:37])[CH:7]=[C:8]3[C:13]=2[C:12](=[O:14])[CH2:11][CH2:10][C:9]3([CH3:16])[CH3:15])[CH2:3][CH2:2]1. (4) Given the reactants C1C=CC(P(C2C=CC=CC=2)C2C=CC=CC=2)=CC=1.CCOC(/N=N/C(OCC)=O)=O.[CH3:32][CH2:33][O:34][C:35]([CH2:37]O)=[O:36].[C:39]1(=[O:45])[NH:43][C:42](=[O:44])[CH:41]=[CH:40]1, predict the reaction product. The product is: [CH2:33]([O:34][C:35]([CH2:37][N:43]1[C:39](=[O:45])[CH:40]=[CH:41][C:42]1=[O:44])=[O:36])[CH3:32]. (5) Given the reactants [CH3:1][C:2]([O:4][C:5]([CH3:7])=[O:6])=[O:3].[N:8]1[CH:13]=[CH:12][C:11]([C:14]([C:16]2[CH:21]=[CH:20]C(C)=[CH:18][CH:17]=2)=[O:15])=[CH:10][CH:9]=1.OS(O)(=O)=O.C([O-])([O-])=O.[K+].[K+].[CH3:34][C:35](O)=[O:36], predict the reaction product. The product is: [C:2]([O:4][CH:5]([O:6][C:35](=[O:36])[CH3:34])[C:7]1[CH:18]=[CH:17][C:16]([C:14]([C:11]2[CH:10]=[CH:9][N:8]=[CH:13][CH:12]=2)=[O:15])=[CH:21][CH:20]=1)(=[O:3])[CH3:1]. (6) Given the reactants [CH3:1][O:2][C:3]1[CH:4]=[C:5]([SH:9])[CH:6]=[CH:7][CH:8]=1.[OH-].[K+].Br.Br[CH2:14][C:15]([C:17]1[S:21][C:20]([CH3:22])=[N:19][C:18]=1[CH3:23])=[O:16], predict the reaction product. The product is: [CH3:22][C:20]1[S:21][C:17]([C:15](=[O:16])[CH2:14][S:9][C:5]2[CH:6]=[CH:7][CH:8]=[C:3]([O:2][CH3:1])[CH:4]=2)=[C:18]([CH3:23])[N:19]=1.